From a dataset of Reaction yield outcomes from USPTO patents with 853,638 reactions. Predict the reaction yield, written as a fraction of the theoretical maximum amount of product (1.0 means a 100% yield; for example, 0.34 means a 34% yield). (1) The reactants are [Cl:1][C:2]1[CH:3]=[C:4]2[C:10]([C:11]3[N:16]=[C:15]([NH:17][C@H:18]4[CH2:22][CH2:21][N:20](S(C)(=O)=O)[CH2:19]4)[C:14]([F:27])=[CH:13][N:12]=3)=[CH:9][NH:8][C:5]2=[N:6][CH:7]=1.[C:28](=O)([O:37][CH2:38][CH:39]1[CH2:43][CH2:42][O:41][CH2:40]1)[O:29]N1C(=O)CCC1=O. No catalyst specified. The product is [Cl:1][C:2]1[CH:3]=[C:4]2[C:10]([C:11]3[N:16]=[C:15]([NH:17][CH:18]4[CH2:22][CH2:21][N:20]([C:28]([O:37][CH2:38][C@H:39]5[CH2:43][CH2:42][O:41][CH2:40]5)=[O:29])[CH2:19]4)[C:14]([F:27])=[CH:13][N:12]=3)=[CH:9][NH:8][C:5]2=[N:6][CH:7]=1. The yield is 0.100. (2) The reactants are Cl[CH2:2][C:3]([O:5][C:6]([CH3:9])([CH3:8])[CH3:7])=[O:4].[Cl:10][C:11]1[C:12]([F:37])=[C:13]([CH:34]=[CH:35][CH:36]=1)[NH:14][C:15]1[C:24]2[C:19](=[CH:20][C:21]([O:32][CH3:33])=[C:22]([O:25][CH:26]3[CH2:31][CH2:30][NH:29][CH2:28][CH2:27]3)[CH:23]=2)[N:18]=[CH:17][N:16]=1.[I-].[K+].C(=O)([O-])[O-].[K+].[K+]. The catalyst is CC(N(C)C)=O. The product is [C:6]([O:5][C:3](=[O:4])[CH2:2][N:29]1[CH2:30][CH2:31][CH:26]([O:25][C:22]2[CH:23]=[C:24]3[C:19](=[CH:20][C:21]=2[O:32][CH3:33])[N:18]=[CH:17][N:16]=[C:15]3[NH:14][C:13]2[CH:34]=[CH:35][CH:36]=[C:11]([Cl:10])[C:12]=2[F:37])[CH2:27][CH2:28]1)([CH3:9])([CH3:8])[CH3:7]. The yield is 0.600. (3) The reactants are C1(P(C2C=CC=CC=2)C2C=CC=CC=2)C=CC=CC=1.[Cl:20][C:21]1[CH:26]=[CH:25][CH:24]=[CH:23][C:22]=1[CH:27]([OH:29])[CH3:28].[CH3:30][O:31][C:32]([C:34]1[S:35][C:36]([N:40]2[CH:44]=[CH:43][N:42]=[CH:41]2)=[CH:37][C:38]=1O)=[O:33].N(C(OCC)=O)=NC(OCC)=O. The catalyst is C1COCC1. The product is [CH3:30][O:31][C:32]([C:34]1[S:35][C:36]([N:40]2[CH:44]=[CH:43][N:42]=[CH:41]2)=[CH:37][C:38]=1[O:29][CH:27]([C:22]1[CH:23]=[CH:24][CH:25]=[CH:26][C:21]=1[Cl:20])[CH3:28])=[O:33]. The yield is 0.840. (4) The reactants are [Cl:1][C:2]1[CH:7]=[CH:6][C:5]([CH3:8])=[CH:4][C:3]=1[NH:9][C:10]1[C:11]([C:17]([OH:19])=O)=[CH:12][NH:13][C:14](=[O:16])[CH:15]=1.CN(C(ON1N=NC2C=CC=NC1=2)=[N+](C)C)C.F[P-](F)(F)(F)(F)F.Cl.[F:45][C:46]1[CH:51]=[CH:50][C:49]([CH:52]2[CH2:57][CH2:56][NH:55][CH2:54][CH2:53]2)=[CH:48][CH:47]=1.C(NC(C)C)(C)C.C(O)(=O)CC(CC(O)=O)(C(O)=O)O. The catalyst is CN(C=O)C. The product is [Cl:1][C:2]1[CH:7]=[CH:6][C:5]([CH3:8])=[CH:4][C:3]=1[NH:9][C:10]1[C:11]([C:17]([N:55]2[CH2:56][CH2:57][CH:52]([C:49]3[CH:48]=[CH:47][C:46]([F:45])=[CH:51][CH:50]=3)[CH2:53][CH2:54]2)=[O:19])=[CH:12][NH:13][C:14](=[O:16])[CH:15]=1. The yield is 0.920. (5) The reactants are [CH3:1][C:2](=[O:7])[CH2:3][C:4](=[O:6])[CH3:5].B(OB=O)=O.[Br:13][C:14]1[CH:21]=[CH:20][C:19]([OH:22])=[CH:18][C:15]=1[CH:16]=O.C(OC)(OC)OC.C(N)CCC.Cl. The catalyst is C(OCC)(=O)C. The product is [Br:13][C:14]1[CH:21]=[CH:20][C:19]([OH:22])=[CH:18][C:15]=1[CH:16]=[CH:1][C:2](=[O:7])[CH2:3][C:4](=[O:6])[CH3:5]. The yield is 0.0700. (6) The reactants are Cl.[NH2:2][C:3]1[C:4]2[C:14]([O:15][CH2:16][C:17]([NH2:20])([CH3:19])[CH3:18])=[CH:13][CH:12]=[CH:11][C:5]=2[NH:6][S:7](=[O:10])(=[O:9])[N:8]=1.[N:21]1([C:30]2[CH:31]=[C:32]([CH:36]=[CH:37][N:38]=2)[C:33](O)=[O:34])[C:25]2[CH:26]=[CH:27][CH:28]=[CH:29][C:24]=2[N:23]=[CH:22]1. No catalyst specified. The product is [NH2:2][C:3]1[C:4]2[C:14]([O:15][CH2:16][C:17]([NH:20][C:33](=[O:34])[C:32]3[CH:36]=[CH:37][N:38]=[C:30]([N:21]4[C:25]5[CH:26]=[CH:27][CH:28]=[CH:29][C:24]=5[N:23]=[CH:22]4)[CH:31]=3)([CH3:18])[CH3:19])=[CH:13][CH:12]=[CH:11][C:5]=2[NH:6][S:7](=[O:10])(=[O:9])[N:8]=1. The yield is 0.170. (7) The reactants are [CH3:1][N:2]1[C:6]2=[N:7][CH:8]=[C:9]([N+:15]([O-:17])=[O:16])[C:10]([C:11]([F:14])([F:13])[F:12])=[C:5]2[C:4]([C:18]2[CH2:19][CH2:20][N:21](C(OC(C)(C)C)=O)[CH2:22][CH:23]=2)=[CH:3]1.[ClH:31].O1CCOCC1. The catalyst is C(Cl)Cl.CCOC(C)=O. The product is [ClH:31].[CH3:1][N:2]1[C:6]2=[N:7][CH:8]=[C:9]([N+:15]([O-:17])=[O:16])[C:10]([C:11]([F:12])([F:14])[F:13])=[C:5]2[C:4]([C:18]2[CH2:19][CH2:20][NH:21][CH2:22][CH:23]=2)=[CH:3]1. The yield is 0.770.